From a dataset of NCI-60 drug combinations with 297,098 pairs across 59 cell lines. Regression. Given two drug SMILES strings and cell line genomic features, predict the synergy score measuring deviation from expected non-interaction effect. (1) Drug 1: CCC1=CC2CC(C3=C(CN(C2)C1)C4=CC=CC=C4N3)(C5=C(C=C6C(=C5)C78CCN9C7C(C=CC9)(C(C(C8N6C)(C(=O)OC)O)OC(=O)C)CC)OC)C(=O)OC.C(C(C(=O)O)O)(C(=O)O)O. Drug 2: CC=C1C(=O)NC(C(=O)OC2CC(=O)NC(C(=O)NC(CSSCCC=C2)C(=O)N1)C(C)C)C(C)C. Cell line: SK-OV-3. Synergy scores: CSS=55.1, Synergy_ZIP=-0.945, Synergy_Bliss=-0.781, Synergy_Loewe=-4.04, Synergy_HSA=1.02. (2) Drug 1: CC1=C(C=C(C=C1)NC(=O)C2=CC=C(C=C2)CN3CCN(CC3)C)NC4=NC=CC(=N4)C5=CN=CC=C5. Drug 2: C1=NC2=C(N=C(N=C2N1C3C(C(C(O3)CO)O)F)Cl)N. Cell line: MOLT-4. Synergy scores: CSS=91.4, Synergy_ZIP=10.5, Synergy_Bliss=10.7, Synergy_Loewe=7.11, Synergy_HSA=11.4.